This data is from Forward reaction prediction with 1.9M reactions from USPTO patents (1976-2016). The task is: Predict the product of the given reaction. Given the reactants Cl[C:2]1[C:7]([Cl:8])=[N:6][CH:5]=[CH:4][N:3]=1.[CH3:9][C:10]1[N:15]=[C:14]([S:16][CH3:17])[CH:13]=[C:12]([Sn](CCCC)(CCCC)CCCC)[N:11]=1, predict the reaction product. The product is: [Cl:8][C:7]1[C:2]([C:12]2[CH:13]=[C:14]([S:16][CH3:17])[N:15]=[C:10]([CH3:9])[N:11]=2)=[N:3][CH:4]=[CH:5][N:6]=1.